Dataset: Forward reaction prediction with 1.9M reactions from USPTO patents (1976-2016). Task: Predict the product of the given reaction. (1) Given the reactants [F:1][C:2]1[CH:7]=[CH:6][C:5]([CH3:8])=[CH:4][C:3]=1[NH:9][C:10]([NH:12][C:13]1[CH:33]=[CH:32][C:16]([O:17][C:18]2[CH:23]=[CH:22][N:21]=[C:20]([C:24]3[NH:28][CH:27]=[C:26]([C:29]([OH:31])=O)[CH:25]=3)[CH:19]=2)=[CH:15][CH:14]=1)=[O:11].CN(C(ON1N=NC2C=CC=NC1=2)=[N+](C)C)C.F[P-](F)(F)(F)(F)F.C(N(CC)C(C)C)(C)C.Cl.[NH:68]1[C:72]([CH2:73][CH2:74][CH2:75][NH2:76])=[N:71][N:70]=[N:69]1.Cl, predict the reaction product. The product is: [F:1][C:2]1[CH:7]=[CH:6][C:5]([CH3:8])=[CH:4][C:3]=1[NH:9][C:10]([NH:12][C:13]1[CH:14]=[CH:15][C:16]([O:17][C:18]2[CH:23]=[CH:22][N:21]=[C:20]([C:24]3[NH:28][CH:27]=[C:26]([C:29]([NH:76][CH2:75][CH2:74][CH2:73][C:72]4[N:68]=[N:69][NH:70][N:71]=4)=[O:31])[CH:25]=3)[CH:19]=2)=[CH:32][CH:33]=1)=[O:11]. (2) Given the reactants [CH2:1]([Li])[CH2:2][CH2:3][CH3:4].F[C:7]1[CH:15]=[CH:14][CH:13]=[C:12]([F:16])[C:8]=1[C:9]([OH:11])=[O:10].O, predict the reaction product. The product is: [F:16][C:12]1[CH:13]=[CH:14][CH:15]=[C:7]([CH2:1][CH2:2][CH2:3][CH3:4])[C:8]=1[C:9]([OH:11])=[O:10]. (3) Given the reactants O[CH2:2][C:3]1[CH:4]=[C:5]([NH:9][C:10]([NH2:12])=[O:11])[CH:6]=[CH:7][CH:8]=1.P(Br)(Br)[Br:14], predict the reaction product. The product is: [Br:14][CH2:2][C:3]1[CH:4]=[C:5]([NH:9][C:10]([NH2:12])=[O:11])[CH:6]=[CH:7][CH:8]=1. (4) Given the reactants [Cl:1][C:2]1[C:11]2[C:6](=[C:7]([CH3:12])[CH:8]=[CH:9][CH:10]=2)[C:5]([C:13]([OH:15])=O)=[CH:4][N:3]=1.[CH:16]12[CH2:22][CH:20]([O:21]1)[CH2:19][NH:18][CH2:17]2, predict the reaction product. The product is: [CH:20]12[CH2:22][CH:16]([O:21]1)[CH2:17][N:18]([C:13]([C:5]1[C:6]3[C:11](=[CH:10][CH:9]=[CH:8][C:7]=3[CH3:12])[C:2]([Cl:1])=[N:3][CH:4]=1)=[O:15])[CH2:19]2. (5) Given the reactants [C:1]([C:3]1[C:8]2[N:9]=[C:10]([C:12](=[O:16])[N:13]([CH3:15])[CH3:14])[O:11][C:7]=2[C:6]([C:17]2[CH2:21]C[CH:19]([CH2:22][NH:23][C:24](=O)OC(C)(C)C)[CH:18]=2)=[C:5]([C:31]2[CH:36]=[CH:35][CH:34]=[CH:33][CH:32]=2)[C:4]=1[CH3:37])#[N:2], predict the reaction product. The product is: [C:1]([C:3]1[C:8]2[N:9]=[C:10]([C:12]([N:13]([CH3:15])[CH3:14])=[O:16])[O:11][C:7]=2[C:6]([CH:17]2[CH2:18][CH2:19][C:22]([NH:23][CH3:24])=[CH:21]2)=[C:5]([C:31]2[CH:32]=[CH:33][CH:34]=[CH:35][CH:36]=2)[C:4]=1[CH3:37])#[N:2]. (6) Given the reactants [Cl:1][C:2]1[CH:9]=[CH:8][C:5]([CH2:6][NH2:7])=[CH:4][CH:3]=1.C[O:11][C:12](=O)[C:13]1[C:18]([I:19])=[CH:17][C:16]([F:20])=[CH:15][C:14]=1[CH2:21]Br.C([O-])([O-])=O.[K+].[K+], predict the reaction product. The product is: [F:20][C:16]1[CH:15]=[C:14]2[C:13](=[C:18]([I:19])[CH:17]=1)[C:12](=[O:11])[N:7]([CH2:6][C:5]1[CH:8]=[CH:9][C:2]([Cl:1])=[CH:3][CH:4]=1)[CH2:21]2. (7) Given the reactants [F:1][CH:2]([F:19])[C:3]1[CH:7]=[C:6]([NH:8][C:9](=[O:17])OC2C=CC=CC=2)[N:5]([CH3:18])[N:4]=1.[Cl-].[C:21]([C:23]1([C:29]([O:31][CH3:32])=[O:30])[CH2:28][CH2:27][NH2+:26][CH2:25][CH2:24]1)#[N:22].C(N(CC)CC)C.O, predict the reaction product. The product is: [C:21]([C:23]1([C:29]([O:31][CH3:32])=[O:30])[CH2:28][CH2:27][N:26]([C:9](=[O:17])[NH:8][C:6]2[N:5]([CH3:18])[N:4]=[C:3]([CH:2]([F:1])[F:19])[CH:7]=2)[CH2:25][CH2:24]1)#[N:22]. (8) Given the reactants [CH3:1][O:2][C:3]1[CH:4]=[C:5]([CH2:11][C:12]#[N:13])[CH:6]=[C:7]([O:9][CH3:10])[CH:8]=1.Br[C:15](Br)(C)C.CCCCCC, predict the reaction product. The product is: [CH3:10][O:9][C:7]1[CH:6]=[C:5]([CH:11]([CH3:15])[C:12]#[N:13])[CH:4]=[C:3]([O:2][CH3:1])[CH:8]=1.